This data is from Forward reaction prediction with 1.9M reactions from USPTO patents (1976-2016). The task is: Predict the product of the given reaction. Given the reactants [Cl:1][C:2]1[CH:3]=[C:4]2[C:9](=[C:10]([Cl:12])[CH:11]=1)[O:8][C:7](=[O:13])[C:6]([C:14]([O-:16])=[O:15])=[CH:5]2.[Br:17][C:18]1[CH:19]=[C:20]2[C:25](=[C:26]([Br:28])[CH:27]=1)[O:24][C:23](=[O:29])[C:22]([C:30]([O-:32])=[O:31])=[CH:21]2.[OH-].[Na+].Cl, predict the reaction product. The product is: [Cl:1][C:2]1[CH:3]=[C:4]2[C:9](=[C:10]([Cl:12])[CH:11]=1)[O:8][C:7](=[O:13])[C:6]([C:14]([OH:16])=[O:15])=[CH:5]2.[Br:17][C:18]1[CH:19]=[C:20]2[C:25](=[C:26]([Br:28])[CH:27]=1)[O:24][C:23](=[O:29])[C:22]([C:30]([OH:32])=[O:31])=[CH:21]2.